From a dataset of Forward reaction prediction with 1.9M reactions from USPTO patents (1976-2016). Predict the product of the given reaction. (1) Given the reactants [CH3:1][C:2]1([CH3:19])[C:6]([CH3:8])([CH3:7])[O:5][B:4]([C:9]2[CH:14]=[CH:13][C:12]([CH2:15][C:16](O)=[O:17])=[CH:11][CH:10]=2)[O:3]1.Cl.C(N=C=N[CH2:26][CH2:27][CH2:28][N:29](C)C)C.N1CC[O:35][CH2:34][CH2:33]1.O, predict the reaction product. The product is: [O:35]1[CH2:26][CH2:27][CH:28]([NH:29][C:16](=[O:17])[CH2:15][C:12]2[CH:13]=[CH:14][C:9]([B:4]3[O:5][C:6]([CH3:8])([CH3:7])[C:2]([CH3:19])([CH3:1])[O:3]3)=[CH:10][CH:11]=2)[CH2:33][CH2:34]1. (2) Given the reactants [C:1]1([C:7]2[CH:12]=[CH:11][C:10](Br)=[CH:9][N:8]=2)[CH:6]=[CH:5][CH:4]=[CH:3][CH:2]=1.[CH3:14][Si:15]([C:18]#[CH:19])([CH3:17])[CH3:16], predict the reaction product. The product is: [CH3:14][Si:15]([C:18]#[C:19][C:4]1[CH:5]=[CH:6][C:1]([C:7]2[CH:12]=[CH:11][CH:10]=[CH:9][N:8]=2)=[CH:2][CH:3]=1)([CH3:17])[CH3:16]. (3) Given the reactants [H-].[Na+].[CH2:3]([C:5]1[CH:6]=[CH:7][C:8]([C:11]2[NH:12][C:13](=[O:20])[C:14]([CH:17]([CH3:19])[CH3:18])([CH3:16])[N:15]=2)=[N:9][CH:10]=1)[CH3:4].Br[CH2:22]/[CH:23]=[CH:24]/[C:25]([O:27][CH2:28][CH3:29])=[O:26], predict the reaction product. The product is: [CH2:3]([C:5]1[CH:6]=[CH:7][C:8]([C:11]2[N:12]([CH2:22]/[CH:23]=[CH:24]/[C:25]([O:27][CH2:28][CH3:29])=[O:26])[C:13](=[O:20])[C:14]([CH:17]([CH3:19])[CH3:18])([CH3:16])[N:15]=2)=[N:9][CH:10]=1)[CH3:4].